From a dataset of Full USPTO retrosynthesis dataset with 1.9M reactions from patents (1976-2016). Predict the reactants needed to synthesize the given product. (1) Given the product [Cl:22][C:5]1[CH:4]=[CH:3][CH:2]=[C:1]([CH3:6])[C:27]=1[CH:26]=[O:25], predict the reactants needed to synthesize it. The reactants are: [C:1]1(P([C:1]2[CH:6]=[CH:5][CH:4]=[CH:3][CH:2]=2)[C:1]2[CH:6]=[CH:5][CH:4]=[CH:3][CH:2]=2)[CH:6]=[CH:5][CH:4]=[CH:3][CH:2]=1.C[Li].[ClH:22].C([O:25][CH2:26][CH3:27])C. (2) Given the product [N:11]1[C:10]2[C:2](=[CH:3][C:4]([C:5]([OH:7])=[O:6])=[CH:8][CH:9]=2)[CH:14]=[CH:12][CH:16]=1, predict the reactants needed to synthesize it. The reactants are: N[C:2]1[CH:3]=[C:4]([CH:8]=[CH:9][C:10]=1[NH2:11])[C:5]([OH:7])=[O:6].[CH:12]([CH:14]=O)=O.[CH2:16](O)C. (3) Given the product [CH3:24][N:21]1[CH:22]=[CH:23][C:19]([NH:18][C:17]([C:9]2[C:8]([NH2:7])=[CH:13][CH:12]=[C:11]([CH:14]3[CH2:16][CH2:15]3)[N:10]=2)=[O:25])=[N:20]1, predict the reactants needed to synthesize it. The reactants are: C(OC(=O)[NH:7][C:8]1[C:9]([C:17](=[O:25])[NH:18][C:19]2[CH:23]=[CH:22][N:21]([CH3:24])[N:20]=2)=[N:10][C:11]([CH:14]2[CH2:16][CH2:15]2)=[CH:12][CH:13]=1)(C)(C)C.FC(F)(F)C(O)=O.C(OCC)(=O)C.C(=O)(O)[O-].[Na+].O. (4) Given the product [Cl:28][C:29]1[CH:36]=[CH:35][C:32]([C@H:33]([N:15]2[CH2:16][CH2:17][C@@H:12]([CH2:8][C:9]([OH:11])=[O:10])[CH2:13][C@H:14]2[C:18]2[CH:19]=[CH:20][C:21]([C:24]([F:27])([F:26])[F:25])=[CH:22][CH:23]=2)[CH2:2][CH2:3][CH:4]([CH3:6])[CH3:5])=[CH:31][CH:30]=1, predict the reactants needed to synthesize it. The reactants are: Br[CH2:2][CH2:3][CH:4]([CH3:6])[CH3:5].C[CH:8]([C@@H:12]1[CH2:17][CH2:16][NH:15][C@H:14]([C:18]2[CH:23]=[CH:22][C:21]([C:24]([F:27])([F:26])[F:25])=[CH:20][CH:19]=2)[CH2:13]1)[C:9]([O-:11])=[O:10].[Cl:28][C:29]1[CH:36]=[CH:35][C:32]([CH:33]=O)=[CH:31][CH:30]=1. (5) The reactants are: FC1C=C(C)C=CC=1[N+]([O-])=O.[CH:12]([O:15][C:16]1[CH:22]=[C:21]([CH3:23])[CH:20]=[CH:19][C:17]=1[NH2:18])([CH3:14])[CH3:13].[NH2:24][C:25]1[S:26][CH:27]=[CH:28][N:29]=1.C[CH:31]([OH:33])C. Given the product [CH:12]([O:15][C:16]1[CH:22]=[C:21]([CH3:23])[CH:20]=[CH:19][C:17]=1[NH:18][C:31]([NH:24][C:25]1[S:26][CH:27]=[CH:28][N:29]=1)=[O:33])([CH3:14])[CH3:13], predict the reactants needed to synthesize it. (6) The reactants are: [Cl:1][C:2]1[CH:3]=[C:4]([C:9]2([C:30]([F:33])([F:32])[F:31])[O:13][N:12]=[C:11]([C:14]3[CH:28]=[CH:27][C:17]([C:18]([NH:20][C:21]4[N:26]=[CH:25][CH:24]=[CH:23][N:22]=4)=[O:19])=[C:16]([CH3:29])[CH:15]=3)[CH2:10]2)[CH:5]=[C:6]([Cl:8])[CH:7]=1.Cl[C:35]([O:37][CH3:38])=[O:36]. Given the product [Cl:8][C:6]1[CH:5]=[C:4]([C:9]2([C:30]([F:31])([F:33])[F:32])[O:13][N:12]=[C:11]([C:14]3[CH:28]=[CH:27][C:17]([C:18]([N:20]([C:21]4[N:26]=[CH:25][CH:24]=[CH:23][N:22]=4)[C:35](=[O:36])[O:37][CH3:38])=[O:19])=[C:16]([CH3:29])[CH:15]=3)[CH2:10]2)[CH:3]=[C:2]([Cl:1])[CH:7]=1, predict the reactants needed to synthesize it. (7) Given the product [C:12]1([CH3:21])[CH:17]=[CH:16][C:15]([C@@H:18]([NH:20][C:7](=[O:10])[C@H:8]([CH3:9])[NH:4][C:1](=[O:3])[CH3:2])[CH3:19])=[CH:14][CH:13]=1, predict the reactants needed to synthesize it. The reactants are: [C:1]([N:4]1[C@@H:8]([CH3:9])[C:7](=[O:10])OC1=O)(=[O:3])[CH3:2].[C:12]1([CH3:21])[CH:17]=[CH:16][C:15]([C@@H:18]([NH2:20])[CH3:19])=[CH:14][CH:13]=1.Cl. (8) Given the product [OH:20][CH2:21][C:22]([CH3:53])([CH3:54])[CH2:23][N:24]1[C:29](=[O:30])[C:28]([CH2:31][C:32]2[CH:33]=[CH:34][C:35]([C:38]3[CH:43]=[CH:42][CH:41]=[CH:40][C:39]=3[C:44]3[NH:45][C:4](=[O:7])[O:5][N:3]=3)=[CH:36][CH:37]=2)=[C:27]([CH2:46][CH2:47][CH3:48])[N:26]2[N:49]=[C:50]([CH3:52])[N:51]=[C:25]12, predict the reactants needed to synthesize it. The reactants are: [Cl-].O[NH3+:3].[C:4](=[O:7])([O-])[OH:5].[Na+].CS(C)=O.[Si]([O:20][CH2:21][C:22]([CH3:54])([CH3:53])[CH2:23][N:24]1[C:29](=[O:30])[C:28]([CH2:31][C:32]2[CH:37]=[CH:36][C:35]([C:38]3[C:39]([C:44]#[N:45])=[CH:40][CH:41]=[CH:42][CH:43]=3)=[CH:34][CH:33]=2)=[C:27]([CH2:46][CH2:47][CH3:48])[N:26]2[N:49]=[C:50]([CH3:52])[N:51]=[C:25]12)(C(C)(C)C)(C)C. (9) Given the product [Cl:50][C:4]1[CH:5]=[CH:6][C:1]([N:7]2[C:36](=[O:38])[C:25]3[S:26][CH:27]=[C:28]([C:29]4[CH:30]=[CH:31][C:32]([CH3:35])=[CH:33][CH:34]=4)[C:24]=3[N:23]=[CH:12]2)=[CH:2][CH:3]=1, predict the reactants needed to synthesize it. The reactants are: [C:1]1([N:7]2[C:12](=O)C3SC=C(C4C=CC=CC=4)C=3N=C2)[CH:6]=[CH:5][CH:4]=[CH:3][CH:2]=1.[NH2:23][C:24]1[C:28]([C:29]2[CH:34]=[CH:33][C:32]([CH3:35])=[CH:31][CH:30]=2)=[CH:27][S:26][C:25]=1[C:36]([O:38]C)=O.C(OCC)(OCC)OCC.[Cl:50]C1C=CC(N)=CC=1. (10) Given the product [NH2:1][CH2:4][C:5]1[N:10]=[CH:9][C:8]([C:11]2[CH:20]=[CH:19][CH:18]=[CH:17][C:12]=2[C:13]([O:15][CH3:16])=[O:14])=[CH:7][CH:6]=1, predict the reactants needed to synthesize it. The reactants are: [N:1]([CH2:4][C:5]1[N:10]=[CH:9][C:8]([C:11]2[CH:20]=[CH:19][CH:18]=[CH:17][C:12]=2[C:13]([O:15][CH3:16])=[O:14])=[CH:7][CH:6]=1)=[N+]=[N-].